Predict the reactants needed to synthesize the given product. From a dataset of Full USPTO retrosynthesis dataset with 1.9M reactions from patents (1976-2016). Given the product [N:1]1[CH:2]=[CH:3][CH:4]=[CH:5][C:12]=1[CH:13]=[N:1][C:2]1[CH:7]=[CH:6][CH:5]=[CH:4][C:3]=1[OH:8], predict the reactants needed to synthesize it. The reactants are: [NH2:1][C:2]1[CH:7]=[CH:6][CH:5]=[CH:4][C:3]=1[OH:8].CCO[CH2:12][CH3:13].